Dataset: Reaction yield outcomes from USPTO patents with 853,638 reactions. Task: Predict the reaction yield, written as a fraction of the theoretical maximum amount of product (1.0 means a 100% yield; for example, 0.34 means a 34% yield). The yield is 0.254. The catalyst is C(Cl)Cl. The reactants are [Cl:1][C:2]1[CH:3]=[C:4]([C:12]2[O:16][N:15]=[C:14]([C:17]3[C:27]4[CH2:26][CH2:25][NH:24][CH2:23][CH2:22][C:21]=4[CH:20]=[CH:19][CH:18]=3)[N:13]=2)[CH:5]=[CH:6][C:7]=1[O:8][CH:9]([CH3:11])[CH3:10].C(=O)([O-])[O-].[K+].[K+].Br[CH2:35][CH2:36][C:37]([O:39][C:40]([CH3:43])([CH3:42])[CH3:41])=[O:38]. The product is [Cl:1][C:2]1[CH:3]=[C:4]([C:12]2[O:16][N:15]=[C:14]([C:17]3[C:27]4[CH2:26][CH2:25][N:24]([CH2:35][CH2:36][C:37]([O:39][C:40]([CH3:43])([CH3:42])[CH3:41])=[O:38])[CH2:23][CH2:22][C:21]=4[CH:20]=[CH:19][CH:18]=3)[N:13]=2)[CH:5]=[CH:6][C:7]=1[O:8][CH:9]([CH3:10])[CH3:11].